This data is from Full USPTO retrosynthesis dataset with 1.9M reactions from patents (1976-2016). The task is: Predict the reactants needed to synthesize the given product. (1) The reactants are: [Cl:1][C:2]1[CH:7]=[CH:6][C:5]([C@H:8]2[N:15]3[C:11]([S:12][C:13]([C:19](O)=[O:20])=[C:14]3[CH:16]([CH3:18])[CH3:17])=[N:10][C@:9]2([C:23]2[CH:28]=[CH:27][C:26]([Cl:29])=[CH:25][CH:24]=2)[CH3:22])=[CH:4][CH:3]=1.[CH3:30][N:31]([CH3:35])[CH2:32][CH2:33][NH2:34]. Given the product [Cl:1][C:2]1[CH:3]=[CH:4][C:5]([C@H:8]2[N:15]3[C:11]([S:12][C:13]([C:19]([NH:34][CH2:33][CH2:32][N:31]([CH3:35])[CH3:30])=[O:20])=[C:14]3[CH:16]([CH3:17])[CH3:18])=[N:10][C@:9]2([C:23]2[CH:28]=[CH:27][C:26]([Cl:29])=[CH:25][CH:24]=2)[CH3:22])=[CH:6][CH:7]=1, predict the reactants needed to synthesize it. (2) Given the product [C:1]([C:11]([NH:13][CH2:14][CH2:15][OH:16])=[O:12])([C:4]([C:7]([F:10])([F:8])[F:9])([F:6])[F:5])([F:3])[F:2].[NH2:13][C:17]([O:20][CH2:21][CH3:22])=[O:19], predict the reactants needed to synthesize it. The reactants are: [C:1]([C:11]([NH:13][CH2:14][CH2:15][OH:16])=[O:12])([C:4]([C:7]([F:10])([F:9])[F:8])([F:6])[F:5])([F:3])[F:2].[C:17]([O:20][CH2:21][CH3:22])(=[O:19])C.